This data is from Full USPTO retrosynthesis dataset with 1.9M reactions from patents (1976-2016). The task is: Predict the reactants needed to synthesize the given product. (1) Given the product [N+:6]([C:9]1[CH:14]=[CH:13][C:12]([N:15]2[CH2:20][CH2:19][CH2:18][C@@H:17]([NH:21][CH:3]3[CH2:2][O:1][CH2:4]3)[CH2:16]2)=[CH:11][C:10]=1[O:22][CH:23]([CH3:25])[CH3:24])([O-:8])=[O:7], predict the reactants needed to synthesize it. The reactants are: [O:1]1[CH2:4][C:3](=O)[CH2:2]1.[N+:6]([C:9]1[CH:14]=[CH:13][C:12]([N:15]2[CH2:20][CH2:19][CH2:18][C@@H:17]([NH2:21])[CH2:16]2)=[CH:11][C:10]=1[O:22][CH:23]([CH3:25])[CH3:24])([O-:8])=[O:7].C(O[BH-](OC(=O)C)OC(=O)C)(=O)C.[Na+]. (2) Given the product [F:1][C:2]([F:20])([F:19])[S:3]([NH:6][C:7]1[CH:8]=[C:9]2[C:13](=[CH:14][CH:15]=1)[NH:12][C:11]([C:16]([NH:30][C:27]1[CH:28]=[CH:29][C:24]([C:23]([OH:31])=[O:22])=[CH:25][CH:26]=1)=[O:18])=[CH:10]2)(=[O:4])=[O:5], predict the reactants needed to synthesize it. The reactants are: [F:1][C:2]([F:20])([F:19])[S:3]([NH:6][C:7]1[CH:8]=[C:9]2[C:13](=[CH:14][CH:15]=1)[NH:12][C:11]([C:16]([OH:18])=O)=[CH:10]2)(=[O:5])=[O:4].C[O:22][C:23](=[O:31])[C:24]1[CH:29]=[CH:28][C:27]([NH2:30])=[CH:26][CH:25]=1. (3) Given the product [Cl:21][C:22]1[N:27]=[CH:26][C:25]([S:28]([N:31]([CH:35]2[CH2:40][CH2:39][CH2:38][CH2:37]2)[CH2:32][CH:33]=[CH2:34])(=[O:29])=[O:30])=[CH:24][CH:23]=1, predict the reactants needed to synthesize it. The reactants are: ClC1N=CC(S(NC2CCCC2)(=O)=O)=CC=1.C(Br)C=C.[Cl:21][C:22]1[N:27]=[CH:26][C:25]([S:28]([N:31]([C:35]2[CH:40]=[CH:39][CH:38]=[CH:37]C=2)[CH2:32][CH:33]=[CH2:34])(=[O:30])=[O:29])=[CH:24][CH:23]=1.